Regression. Given a peptide amino acid sequence and an MHC pseudo amino acid sequence, predict their binding affinity value. This is MHC class II binding data. From a dataset of Peptide-MHC class II binding affinity with 134,281 pairs from IEDB. (1) The peptide sequence is SQDLESSWNLNGLQAY. The MHC is DRB1_1302 with pseudo-sequence DRB1_1302. The binding affinity (normalized) is 0.379. (2) The peptide sequence is EHGSDEWVAMTKGEGGVWTF. The MHC is DRB3_0202 with pseudo-sequence DRB3_0202. The binding affinity (normalized) is 0.202. (3) The peptide sequence is KTDCTKEVEEAWASA. The MHC is DRB1_0802 with pseudo-sequence DRB1_0802. The binding affinity (normalized) is 0.0719. (4) The peptide sequence is SGPLKAEIAQRLEDV. The MHC is DRB1_0405 with pseudo-sequence DRB1_0405. The binding affinity (normalized) is 0.199. (5) The peptide sequence is DRASYRAHWQDDDVT. The MHC is HLA-DQA10101-DQB10501 with pseudo-sequence HLA-DQA10101-DQB10501. The binding affinity (normalized) is 0.349. (6) The peptide sequence is AVIRGKKGAGGITIK. The MHC is HLA-DPA10103-DPB10401 with pseudo-sequence HLA-DPA10103-DPB10401. The binding affinity (normalized) is 0.141.